This data is from NCI-60 drug combinations with 297,098 pairs across 59 cell lines. The task is: Regression. Given two drug SMILES strings and cell line genomic features, predict the synergy score measuring deviation from expected non-interaction effect. Drug 1: CS(=O)(=O)C1=CC(=C(C=C1)C(=O)NC2=CC(=C(C=C2)Cl)C3=CC=CC=N3)Cl. Synergy scores: CSS=30.9, Synergy_ZIP=-1.39, Synergy_Bliss=-2.06, Synergy_Loewe=-14.6, Synergy_HSA=-1.69. Drug 2: C1=NC2=C(N1)C(=S)N=C(N2)N. Cell line: HOP-62.